From a dataset of NCI-60 drug combinations with 297,098 pairs across 59 cell lines. Regression. Given two drug SMILES strings and cell line genomic features, predict the synergy score measuring deviation from expected non-interaction effect. Drug 1: CC(C)NC(=O)C1=CC=C(C=C1)CNNC.Cl. Drug 2: C1C(C(OC1N2C=NC(=NC2=O)N)CO)O. Cell line: SR. Synergy scores: CSS=32.1, Synergy_ZIP=3.91, Synergy_Bliss=2.48, Synergy_Loewe=-49.2, Synergy_HSA=4.90.